Regression. Given two drug SMILES strings and cell line genomic features, predict the synergy score measuring deviation from expected non-interaction effect. From a dataset of NCI-60 drug combinations with 297,098 pairs across 59 cell lines. (1) Drug 1: CN1C(=O)N2C=NC(=C2N=N1)C(=O)N. Drug 2: C1C(C(OC1N2C=NC3=C2NC=NCC3O)CO)O. Cell line: DU-145. Synergy scores: CSS=4.66, Synergy_ZIP=1.13, Synergy_Bliss=-4.55, Synergy_Loewe=-2.19, Synergy_HSA=-2.07. (2) Drug 1: C1=CC(=CC=C1CCCC(=O)O)N(CCCl)CCCl. Drug 2: C1=CC=C(C=C1)NC(=O)CCCCCCC(=O)NO. Cell line: NCI-H522. Synergy scores: CSS=39.0, Synergy_ZIP=3.70, Synergy_Bliss=6.96, Synergy_Loewe=9.30, Synergy_HSA=9.53. (3) Synergy scores: CSS=-4.20, Synergy_ZIP=-0.956, Synergy_Bliss=-5.46, Synergy_Loewe=-7.69, Synergy_HSA=-7.68. Drug 1: CC(C1=C(C=CC(=C1Cl)F)Cl)OC2=C(N=CC(=C2)C3=CN(N=C3)C4CCNCC4)N. Cell line: SF-268. Drug 2: CN(C(=O)NC(C=O)C(C(C(CO)O)O)O)N=O. (4) Drug 1: CC1=CC2C(CCC3(C2CCC3(C(=O)C)OC(=O)C)C)C4(C1=CC(=O)CC4)C. Drug 2: CN(C(=O)NC(C=O)C(C(C(CO)O)O)O)N=O. Synergy scores: CSS=-4.34, Synergy_ZIP=1.34, Synergy_Bliss=-2.43, Synergy_Loewe=-6.74, Synergy_HSA=-7.27. Cell line: DU-145. (5) Drug 2: CC1=C(N=C(N=C1N)C(CC(=O)N)NCC(C(=O)N)N)C(=O)NC(C(C2=CN=CN2)OC3C(C(C(C(O3)CO)O)O)OC4C(C(C(C(O4)CO)O)OC(=O)N)O)C(=O)NC(C)C(C(C)C(=O)NC(C(C)O)C(=O)NCCC5=NC(=CS5)C6=NC(=CS6)C(=O)NCCC[S+](C)C)O. Synergy scores: CSS=18.6, Synergy_ZIP=-6.73, Synergy_Bliss=-0.790, Synergy_Loewe=-0.351, Synergy_HSA=0.984. Drug 1: COC1=NC(=NC2=C1N=CN2C3C(C(C(O3)CO)O)O)N. Cell line: SNB-75. (6) Cell line: MOLT-4. Synergy scores: CSS=95.0, Synergy_ZIP=12.6, Synergy_Bliss=12.0, Synergy_Loewe=9.27, Synergy_HSA=13.7. Drug 2: C1=CC=C(C=C1)NC(=O)CCCCCCC(=O)NO. Drug 1: COC1=CC(=CC(=C1O)OC)C2C3C(COC3=O)C(C4=CC5=C(C=C24)OCO5)OC6C(C(C7C(O6)COC(O7)C8=CC=CS8)O)O. (7) Drug 1: CN(C)N=NC1=C(NC=N1)C(=O)N. Cell line: 786-0. Synergy scores: CSS=-1.32, Synergy_ZIP=-0.944, Synergy_Bliss=-0.519, Synergy_Loewe=0.0819, Synergy_HSA=-0.0238. Drug 2: CCC(=C(C1=CC=CC=C1)C2=CC=C(C=C2)OCCN(C)C)C3=CC=CC=C3.C(C(=O)O)C(CC(=O)O)(C(=O)O)O.